Dataset: Catalyst prediction with 721,799 reactions and 888 catalyst types from USPTO. Task: Predict which catalyst facilitates the given reaction. Reactant: [NH:1]1[CH2:5][CH2:4][CH2:3][CH2:2]1.CCN(C(C)C)C(C)C.[Cl:15][C:16]1[N:21]=[C:20]2[NH:22][C:23]([C:25]([NH:27][C@@H:28]([CH2:32][C:33]3[CH:38]=[CH:37][C:36]([F:39])=[CH:35][CH:34]=3)[C:29](O)=[O:30])=[O:26])=[CH:24][C:19]2=[CH:18][CH:17]=1.C1C=CC2N(O)N=NC=2C=1.CCN=C=NCCCN(C)C. Product: [F:39][C:36]1[CH:35]=[CH:34][C:33]([CH2:32][C@H:28]([NH:27][C:25]([C:23]2[NH:22][C:20]3=[N:21][C:16]([Cl:15])=[CH:17][CH:18]=[C:19]3[CH:24]=2)=[O:26])[C:29](=[O:30])[N:1]2[CH2:5][CH2:4][CH2:3][CH2:2]2)=[CH:38][CH:37]=1. The catalyst class is: 3.